Dataset: Catalyst prediction with 721,799 reactions and 888 catalyst types from USPTO. Task: Predict which catalyst facilitates the given reaction. (1) Reactant: B1([O-])OO1.[OH2:5].O.O.O.[Na+].[N:10]1([CH2:16][CH2:17][CH2:18][O:19][C:20]2[CH:25]=[CH:24][C:23]([C:26]3([C:32]#[N:33])[CH2:31][CH2:30][O:29][CH2:28][CH2:27]3)=[CH:22][CH:21]=2)[CH2:15][CH2:14][S:13][CH2:12][CH2:11]1. Product: [O:5]=[S:13]1[CH2:14][CH2:15][N:10]([CH2:16][CH2:17][CH2:18][O:19][C:20]2[CH:21]=[CH:22][C:23]([C:26]3([C:32]#[N:33])[CH2:31][CH2:30][O:29][CH2:28][CH2:27]3)=[CH:24][CH:25]=2)[CH2:11][CH2:12]1. The catalyst class is: 15. (2) Reactant: Cl.Cl.[CH2:3]([O:5][C:6]1[C:11]([NH:12][C:13]([C:15]2[C:19]3[C:20](=[O:26])[NH:21][C:22]([CH3:25])([CH3:24])[CH2:23][C:18]=3[O:17][CH:16]=2)=[O:14])=[CH:10][CH:9]=[C:8]([CH:27]2[CH2:32][CH2:31][NH:30][CH2:29][CH2:28]2)[N:7]=1)[CH3:4].C(N(CC)CC)C.[C:40](OC(=O)C)(=[O:42])[CH3:41]. Product: [C:40]([N:30]1[CH2:31][CH2:32][CH:27]([C:8]2[N:7]=[C:6]([O:5][CH2:3][CH3:4])[C:11]([NH:12][C:13]([C:15]3[C:19]4[C:20](=[O:26])[NH:21][C:22]([CH3:25])([CH3:24])[CH2:23][C:18]=4[O:17][CH:16]=3)=[O:14])=[CH:10][CH:9]=2)[CH2:28][CH2:29]1)(=[O:42])[CH3:41]. The catalyst class is: 2.